From a dataset of Full USPTO retrosynthesis dataset with 1.9M reactions from patents (1976-2016). Predict the reactants needed to synthesize the given product. (1) Given the product [N+:12]([C:15]1[CH:20]=[C:19]([C:2]2[CH:11]=[N:10][C:5]3[O:6][CH2:7][CH2:8][NH:9][C:4]=3[CH:3]=2)[CH:18]=[CH:17][CH:16]=1)([O-:14])=[O:13], predict the reactants needed to synthesize it. The reactants are: Br[C:2]1[CH:11]=[N:10][C:5]2[O:6][CH2:7][CH2:8][NH:9][C:4]=2[CH:3]=1.[N+:12]([C:15]1[CH:16]=[C:17](B(O)O)[CH:18]=[CH:19][CH:20]=1)([O-:14])=[O:13].C(=O)([O-])[O-].[K+].[K+]. (2) Given the product [CH3:1][N:2]1[CH:6]=[CH:5][N:4]=[C:3]1[C:7]([NH:10][C:11]1[CH:19]=[C:18]2[C:14]([C:15]([CH3:23])([CH3:22])[C:16](=[O:21])[N:17]2[CH3:20])=[CH:13][CH:12]=1)=[O:9], predict the reactants needed to synthesize it. The reactants are: [CH3:1][N:2]1[CH:6]=[CH:5][N:4]=[C:3]1[C:7]([OH:9])=O.[NH2:10][C:11]1[CH:19]=[C:18]2[C:14]([C:15]([CH3:23])([CH3:22])[C:16](=[O:21])[N:17]2[CH3:20])=[CH:13][CH:12]=1.CN(C(ON1N=NC2C=CC=NC1=2)=[N+](C)C)C.F[P-](F)(F)(F)(F)F.CCN(C(C)C)C(C)C.C(=O)([O-])[O-].[Na+].[Na+].